From a dataset of Forward reaction prediction with 1.9M reactions from USPTO patents (1976-2016). Predict the product of the given reaction. (1) Given the reactants [C:1]1(=[O:7])[CH2:6][CH2:5][CH2:4][CH2:3][CH2:2]1.[CH3:8][C:9]([CH2:11][CH2:12]O)=[CH2:10], predict the reaction product. The product is: [CH3:8][C:9]1[CH2:10][C:1]2([CH2:6][CH2:5][CH2:4][CH2:3][CH2:2]2)[O:7][CH2:12][CH:11]=1. (2) Given the reactants [Cl:1][C:2]1[CH:3]=[C:4]([CH:7]=[C:8]([Br:14])[C:9]=1[NH:10][CH2:11][CH2:12][CH3:13])[C:5]#[N:6].[H-].[Al+3].[Li+].[H-].[H-].[H-].O.O.O.O.O.O.O.O.O.O.S([O-])([O-])(=O)=O.[Na+].[Na+], predict the reaction product. The product is: [Cl:1][C:2]1[CH:3]=[C:4]([CH:7]=[C:8]([Br:14])[C:9]=1[NH:10][CH2:11][CH2:12][CH3:13])[CH2:5][NH2:6]. (3) Given the reactants C[O:2][C:3]1[N:8]=[CH:7][C:6]([CH:9]=[O:10])=[CH:5][CH:4]=1, predict the reaction product. The product is: [OH:2][C:3]1[N:8]=[CH:7][C:6]([CH:9]=[O:10])=[CH:5][CH:4]=1. (4) Given the reactants C(N(CC)CC)C.[F:8][C:9]([F:22])([F:21])[O:10][C:11]1[CH:16]=[CH:15][C:14]([S:17](Cl)(=[O:19])=[O:18])=[CH:13][CH:12]=1.[CH3:23][O:24][C:25]1[CH:66]=[C:65]([O:67][CH3:68])[CH:64]=[CH:63][C:26]=1[CH2:27][NH:28][CH2:29][C:30]1[CH:35]=[CH:34][N:33]=[C:32]2[N:36]([S:53]([C:56]3[CH:61]=[CH:60][C:59]([CH3:62])=[CH:58][CH:57]=3)(=[O:55])=[O:54])[C:37]([C:39]3[C:47]4[C:42](=[CH:43][C:44]([O:50][CH3:51])=[C:45]([O:48][CH3:49])[CH:46]=4)[N:41]([CH3:52])[CH:40]=3)=[CH:38][C:31]=12.O, predict the reaction product. The product is: [CH3:23][O:24][C:25]1[CH:66]=[C:65]([O:67][CH3:68])[CH:64]=[CH:63][C:26]=1[CH2:27][N:28]([CH2:29][C:30]1[CH:35]=[CH:34][N:33]=[C:32]2[N:36]([S:53]([C:56]3[CH:57]=[CH:58][C:59]([CH3:62])=[CH:60][CH:61]=3)(=[O:55])=[O:54])[C:37]([C:39]3[C:47]4[C:42](=[CH:43][C:44]([O:50][CH3:51])=[C:45]([O:48][CH3:49])[CH:46]=4)[N:41]([CH3:52])[CH:40]=3)=[CH:38][C:31]=12)[S:17]([C:14]1[CH:15]=[CH:16][C:11]([O:10][C:9]([F:22])([F:21])[F:8])=[CH:12][CH:13]=1)(=[O:19])=[O:18]. (5) Given the reactants [O:1]=[C:2]1[C:15]2[N:7]([N:8]=[C:9]3[C:14]=2[CH:13]=[CH:12][CH:11]=[CH:10]3)[CH2:6][CH2:5][CH2:4][N:3]1[CH2:16][CH:17]1[CH2:22][CH2:21][N:20]([C:23]([O:25]C(C)(C)C)=O)[CH2:19][CH2:18]1.[C:30]1([CH2:36]C(Cl)=O)[CH:35]=[CH:34][CH:33]=[CH:32][CH:31]=1, predict the reaction product. The product is: [C:30]1([CH2:36][C:23]([N:20]2[CH2:19][CH2:18][CH:17]([CH2:16][N:3]3[CH2:4][CH2:5][CH2:6][N:7]4[N:8]=[C:9]5[C:14]([CH:13]=[CH:12][CH:11]=[CH:10]5)=[C:15]4[C:2]3=[O:1])[CH2:22][CH2:21]2)=[O:25])[CH:35]=[CH:34][CH:33]=[CH:32][CH:31]=1. (6) The product is: [C:14]([C:15]1[CH:22]=[CH:21][C:18]([CH2:19][NH:20][C:4](=[O:6])[CH:3]([O:2][CH3:1])[C:7]2[CH:12]=[CH:11][CH:10]=[CH:9][N:8]=2)=[CH:17][CH:16]=1)#[N:13]. Given the reactants [CH3:1][O:2][CH:3]([C:7]1[CH:12]=[CH:11][CH:10]=[CH:9][N:8]=1)[C:4]([OH:6])=O.[NH2:13][CH2:14][C:15]1[CH:22]=[CH:21][C:18]([C:19]#[N:20])=[CH:17][CH:16]=1, predict the reaction product. (7) Given the reactants [C:1](=[O:3])=[O:2].[CH3:4][C:5](C)=O.C(N[CH:12]([CH3:14])[CH3:13])(C)C.C([Li])CCC.[C:20]([O:23][CH2:24][CH3:25])(=[O:22])[CH3:21].FC(F)(F)S(O[Si:32](OS(C(F)(F)F)(=O)=O)([CH:36]([CH3:38])[CH3:37])[CH:33](C)C)(=O)=O, predict the reaction product. The product is: [CH:36]([Si:32]([CH:12]([CH3:13])[CH3:14])([CH2:21][C:20]([O:23][CH2:24][CH3:25])=[O:22])[CH2:33][C:1]([O:3][CH2:4][CH3:5])=[O:2])([CH3:38])[CH3:37].